Dataset: Retrosynthesis with 50K atom-mapped reactions and 10 reaction types from USPTO. Task: Predict the reactants needed to synthesize the given product. (1) Given the product Nc1ccc(-c2c[nH]c(COc3ccccc3)n2)cc1, predict the reactants needed to synthesize it. The reactants are: [N-]=[N+]=Nc1ccc(-c2c[nH]c(COc3ccccc3)n2)cc1. (2) Given the product CC(C)(C)OC(=O)N1CC2CC=C(C#C[Si](C)(C)C)C1C2, predict the reactants needed to synthesize it. The reactants are: C#C[Si](C)(C)C.CC(C)(C)OC(=O)N1CC2CC=C(OS(=O)(=O)C(F)(F)F)C1C2. (3) Given the product C(#Cc1ccc2c(c1)CCCC2)c1ccccc1, predict the reactants needed to synthesize it. The reactants are: C#Cc1ccccc1.Ic1ccc2c(c1)CCCC2. (4) Given the product COc1ccc(C#Cc2ccccc2)cc1, predict the reactants needed to synthesize it. The reactants are: C#Cc1ccccc1.COc1ccc(I)cc1. (5) Given the product CC(C)C(=O)C(Cc1ccccc1)NC(=O)NC1C2CC3CC(C2)CC1C3, predict the reactants needed to synthesize it. The reactants are: CC(C)C(=O)C(N)Cc1ccccc1.O=C=NC1C2CC3CC(C2)CC1C3.